From a dataset of Full USPTO retrosynthesis dataset with 1.9M reactions from patents (1976-2016). Predict the reactants needed to synthesize the given product. (1) Given the product [NH2:36][C:32]1[CH:31]=[C:30]([C:4]2[CH:3]=[C:2]([CH3:1])[C:7]3[N:8]=[C:9]([NH:12][C:13]4[CH:14]=[CH:15][C:16]([S:19]([NH:22][CH2:23][CH2:24][N:25]5[CH2:26][CH2:27][CH2:28][CH2:29]5)(=[O:20])=[O:21])=[CH:17][CH:18]=4)[N:10]=[N:11][C:6]=3[CH:5]=2)[CH:35]=[CH:34][CH:33]=1, predict the reactants needed to synthesize it. The reactants are: [CH3:1][C:2]1[C:7]2[N:8]=[C:9]([NH:12][C:13]3[CH:18]=[CH:17][C:16]([S:19]([NH:22][CH2:23][CH2:24][N:25]4[CH2:29][CH2:28][CH2:27][CH2:26]4)(=[O:21])=[O:20])=[CH:15][CH:14]=3)[N:10]=[N:11][C:6]=2[CH:5]=[C:4]([C:30]2[CH:35]=[CH:34][CH:33]=[C:32]([N+:36]([O-])=O)[CH:31]=2)[CH:3]=1. (2) Given the product [CH3:22][C:3]1([NH:2][C:24]2[CH:29]=[N:28][C:27]([C:30]([F:33])([F:32])[F:31])=[CH:26][N:25]=2)[CH2:7][CH2:6][CH2:5][CH:4]1[NH:8][C:9](=[O:21])[C:10]1[CH:15]=[CH:14][CH:13]=[CH:12][C:11]=1[N:16]1[N:17]=[CH:18][CH:19]=[N:20]1, predict the reactants needed to synthesize it. The reactants are: Cl.[NH2:2][C:3]1([CH3:22])[CH2:7][CH2:6][CH2:5][CH:4]1[NH:8][C:9](=[O:21])[C:10]1[CH:15]=[CH:14][CH:13]=[CH:12][C:11]=1[N:16]1[N:20]=[CH:19][CH:18]=[N:17]1.Cl[C:24]1[CH:29]=[N:28][C:27]([C:30]([F:33])([F:32])[F:31])=[CH:26][N:25]=1.CCN(C(C)C)C(C)C. (3) Given the product [CH3:1][O:2][CH2:3][N:7]1[N:6]=[N:5][C:9]([C:10]2[CH:14]=[CH:13][S:12][C:11]=2[NH:15][C:16](=[O:26])[CH2:17][C:18]2[CH:23]=[CH:22][C:21]([O:24][CH3:25])=[CH:20][CH:19]=2)=[N:8]1, predict the reactants needed to synthesize it. The reactants are: [CH3:1][O:2][CH2:3]Cl.[N:5]1[NH:6][N:7]=[N:8][C:9]=1[C:10]1[CH:14]=[CH:13][S:12][C:11]=1[NH:15][C:16](=[O:26])[CH2:17][C:18]1[CH:23]=[CH:22][C:21]([O:24][CH3:25])=[CH:20][CH:19]=1.C(=O)([O-])[O-].[K+].[K+]. (4) Given the product [C:11]([O:15][C:16](=[O:17])[NH:18][CH:19]([CH:25]1[CH2:30][CH2:29][CH2:28][CH2:27][CH2:26]1)[CH2:20][CH2:21][C:22](=[O:23])[N:7]([CH:1]1[CH2:6][CH2:5][CH2:4][CH2:3][CH2:2]1)[CH2:8][CH2:9][OH:10])([CH3:14])([CH3:12])[CH3:13], predict the reactants needed to synthesize it. The reactants are: [CH:1]1([NH:7][CH2:8][CH2:9][OH:10])[CH2:6][CH2:5][CH2:4][CH2:3][CH2:2]1.[C:11]([O:15][C:16]([NH:18][CH:19]([CH:25]1[CH2:30][CH2:29][CH2:28][CH2:27][CH2:26]1)[CH2:20][CH2:21][C:22](O)=[O:23])=[O:17])([CH3:14])([CH3:13])[CH3:12].C1C=CC2N(O)N=NC=2C=1.CNC(N=C=NCC)CCNC. (5) Given the product [F:1][C:2]1[CH:3]=[CH:4][C:5]([CH2:6][NH:8][C:9]2[C:10]([CH3:27])=[C:11]([CH3:26])[C:12]3[O:16][C:15]([CH3:17])=[C:14]([C:18]4[CH:23]=[CH:22][CH:21]=[CH:20][CH:19]=4)[C:13]=3[C:24]=2[CH3:25])=[CH:28][CH:29]=1, predict the reactants needed to synthesize it. The reactants are: [F:1][C:2]1[CH:29]=[CH:28][C:5]([C:6]([NH:8][C:9]2[C:10]([CH3:27])=[C:11]([CH3:26])[C:12]3[O:16][C:15]([CH3:17])=[C:14]([C:18]4[CH:23]=[CH:22][CH:21]=[CH:20][CH:19]=4)[C:13]=3[C:24]=2[CH3:25])=O)=[CH:4][CH:3]=1.